Dataset: Full USPTO retrosynthesis dataset with 1.9M reactions from patents (1976-2016). Task: Predict the reactants needed to synthesize the given product. (1) Given the product [NH2:1][C@@H:2]([C:5]1[C:6]([Cl:33])=[C:7]([C:11]2[CH:16]=[CH:15][CH:14]=[C:13]([CH2:17][O:18][C:19]3[CH:24]=[CH:23][CH:22]=[CH:21][C:20]=3[CH2:25][C:26]([OH:28])=[O:27])[CH:12]=2)[CH:8]=[CH:9][CH:10]=1)[CH2:3][OH:4], predict the reactants needed to synthesize it. The reactants are: [NH2:1][C@@H:2]([C:5]1[C:6]([Cl:33])=[C:7]([C:11]2[CH:16]=[CH:15][CH:14]=[C:13]([CH2:17][O:18][C:19]3[CH:24]=[CH:23][CH:22]=[CH:21][C:20]=3[CH2:25][C:26]([O:28]C(C)(C)C)=[O:27])[CH:12]=2)[CH:8]=[CH:9][CH:10]=1)[CH2:3][OH:4].C(O)(C(F)(F)F)=O. (2) Given the product [Br:1][C:2]1[CH:7]=[C:6]([O:8][S:35]([C:32]2[CH:33]=[CH:34][C:29]([CH3:28])=[CH:30][CH:31]=2)(=[O:37])=[O:36])[CH:5]=[C:4]([CH3:9])[C:3]=1[NH:10][C:11](=[O:27])[C:12]1[CH:17]=[CH:16][CH:15]=[C:14]([NH:18][C:19](=[O:26])[C:20]2[CH:21]=[CH:22][CH:23]=[CH:24][CH:25]=2)[CH:13]=1, predict the reactants needed to synthesize it. The reactants are: [Br:1][C:2]1[CH:7]=[C:6]([OH:8])[CH:5]=[C:4]([CH3:9])[C:3]=1[NH:10][C:11](=[O:27])[C:12]1[CH:17]=[CH:16][CH:15]=[C:14]([NH:18][C:19](=[O:26])[C:20]2[CH:25]=[CH:24][CH:23]=[CH:22][CH:21]=2)[CH:13]=1.[CH3:28][C:29]1[CH:34]=[CH:33][C:32]([S:35](OC(C(F)(F)F)C(F)(F)F)(=[O:37])=[O:36])=[CH:31][CH:30]=1.C(=O)([O-])[O-].[K+].[K+].C1OCCOCCOCCOCCOCCOC1. (3) Given the product [CH3:13][C:10]([C@H:14]1[CH2:19][CH2:18][C@H:17]([O:20][C:21]2[C:22]([I:1])=[C:23]3[C:28](=[CH:29][CH:30]=2)[CH:27]=[C:26]([C@:31]2([CH3:37])[CH2:35][O:34][C:33](=[O:36])[NH:32]2)[CH:25]=[CH:24]3)[CH2:16][CH2:15]1)([CH3:9])[CH2:11][CH3:12], predict the reactants needed to synthesize it. The reactants are: [I:1]N1C(=O)CCC1=O.[CH3:9][C:10]([C@H:14]1[CH2:19][CH2:18][C@H:17]([O:20][C:21]2[CH:22]=[C:23]3[C:28](=[CH:29][CH:30]=2)[CH:27]=[C:26]([C@:31]2([CH3:37])[CH2:35][O:34][C:33](=[O:36])[NH:32]2)[CH:25]=[CH:24]3)[CH2:16][CH2:15]1)([CH3:13])[CH2:11][CH3:12]. (4) The reactants are: Cl[CH2:2][CH2:3][NH:4][C:5]([C:7]1[N:8]([CH2:24][C:25]2[CH:30]=[CH:29][C:28]([C:31]([F:34])([F:33])[F:32])=[CH:27][CH:26]=2)[CH:9]=[C:10]([NH:12][C:13]([NH:15][C:16]2[CH:21]=[CH:20][C:19]([Cl:22])=[CH:18][C:17]=2[CH3:23])=[O:14])[N:11]=1)=[O:6].[I-].[Na+].[CH3:37][NH:38][CH3:39]. Given the product [Cl:22][C:19]1[CH:20]=[CH:21][C:16]([NH:15][C:13]([NH:12][C:10]2[N:11]=[C:7]([C:5]([NH:4][CH2:3][CH2:2][N:38]([CH3:39])[CH3:37])=[O:6])[N:8]([CH2:24][C:25]3[CH:26]=[CH:27][C:28]([C:31]([F:32])([F:34])[F:33])=[CH:29][CH:30]=3)[CH:9]=2)=[O:14])=[C:17]([CH3:23])[CH:18]=1, predict the reactants needed to synthesize it. (5) Given the product [OH:12][N:13]=[CH:14][C:15]([NH:17][C:18]1[CH:19]=[C:20]2[C:25](=[CH:26][CH:27]=1)[N:24]=[CH:23][CH:22]=[CH:21]2)=[O:16].[C:14]1(=[O:29])[C:19]2=[C:20]3[C:25](=[CH:26][CH:27]=[C:18]2[NH:17][C:15]1=[O:16])[N:24]=[CH:23][CH:22]=[CH:21]3, predict the reactants needed to synthesize it. The reactants are: NC1C=C2C(=CC=1)N=CC=C2.[OH:12][N:13]=[CH:14][C:15]([NH:17][C:18]1[CH:19]=[C:20]2[C:25](=[CH:26][CH:27]=1)[N:24]=[CH:23][CH:22]=[CH:21]2)=[O:16].S(=O)(=O)(O)[OH:29]. (6) Given the product [C:8]([O:12][C:13]([N:15]1[CH2:20][CH2:19][N:18]([C:21]([CH:23]2[CH2:28][CH2:27][CH2:26][CH2:25][NH:24]2)=[O:22])[CH2:17][CH2:16]1)=[O:14])([CH3:11])([CH3:9])[CH3:10], predict the reactants needed to synthesize it. The reactants are: C1CCC=CC=1.O.[C:8]([O:12][C:13]([N:15]1[CH2:20][CH2:19][N:18]([C:21]([CH:23]2[CH2:28][CH2:27][CH2:26][CH2:25][N:24]2C(OCC2C=CC=CC=2)=O)=[O:22])[CH2:17][CH2:16]1)=[O:14])([CH3:11])([CH3:10])[CH3:9]. (7) Given the product [Br:8][C:19]1[C:11]([S:10][CH3:9])=[CH:12][C:13]2[O:17][CH2:16][O:15][C:14]=2[CH:18]=1, predict the reactants needed to synthesize it. The reactants are: C1C(=O)N([Br:8])C(=O)C1.[CH3:9][S:10][C:11]1[CH:19]=[CH:18][C:14]2[O:15][CH2:16][O:17][C:13]=2[CH:12]=1.O. (8) The reactants are: Br[C:2]1[CH:7]=[CH:6][C:5]([NH:8][C:9]2[O:10][C:11]3[CH:17]=[CH:16][C:15]([CH3:18])=[CH:14][C:12]=3[N:13]=2)=[CH:4][CH:3]=1.C[Si](C)(C)[CH2:21][CH2:22][O:23][C:24]([C@@H:26]1[CH2:31][CH2:30][CH2:29][CH2:28][C@H:27]1[C:32](=[O:40])[C:33]1[CH:38]=[CH:37][C:36](Br)=[CH:35][CH:34]=1)=[O:25].C([O-])(O)=O.[Na+].ClCCl. Given the product [CH2:22]([O:23][C:24]([CH:26]1[CH2:31][CH2:30][CH2:29][CH2:28][CH:27]1[C:32]([C:33]1[CH:38]=[CH:37][C:36]([C:2]2[CH:7]=[CH:6][C:5]([NH:8][C:9]3[O:10][C:11]4[CH:17]=[CH:16][C:15]([CH3:18])=[CH:14][C:12]=4[N:13]=3)=[CH:4][CH:3]=2)=[CH:35][CH:34]=1)=[O:40])=[O:25])[CH3:21], predict the reactants needed to synthesize it.